Dataset: NCI-60 drug combinations with 297,098 pairs across 59 cell lines. Task: Regression. Given two drug SMILES strings and cell line genomic features, predict the synergy score measuring deviation from expected non-interaction effect. (1) Drug 1: C1=CC(=CC=C1CCCC(=O)O)N(CCCl)CCCl. Drug 2: C(CC(=O)O)C(=O)CN.Cl. Cell line: CCRF-CEM. Synergy scores: CSS=39.1, Synergy_ZIP=-10.5, Synergy_Bliss=-15.3, Synergy_Loewe=-22.1, Synergy_HSA=-11.7. (2) Drug 1: CCC1(CC2CC(C3=C(CCN(C2)C1)C4=CC=CC=C4N3)(C5=C(C=C6C(=C5)C78CCN9C7C(C=CC9)(C(C(C8N6C=O)(C(=O)OC)O)OC(=O)C)CC)OC)C(=O)OC)O.OS(=O)(=O)O. Drug 2: C1=NC2=C(N=C(N=C2N1C3C(C(C(O3)CO)O)F)Cl)N. Cell line: CCRF-CEM. Synergy scores: CSS=44.6, Synergy_ZIP=-1.22, Synergy_Bliss=-2.69, Synergy_Loewe=-12.3, Synergy_HSA=-3.73. (3) Drug 1: CC1C(C(=O)NC(C(=O)N2CCCC2C(=O)N(CC(=O)N(C(C(=O)O1)C(C)C)C)C)C(C)C)NC(=O)C3=C4C(=C(C=C3)C)OC5=C(C(=O)C(=C(C5=N4)C(=O)NC6C(OC(=O)C(N(C(=O)CN(C(=O)C7CCCN7C(=O)C(NC6=O)C(C)C)C)C)C(C)C)C)N)C. Drug 2: CC1=C(C=C(C=C1)C(=O)NC2=CC(=CC(=C2)C(F)(F)F)N3C=C(N=C3)C)NC4=NC=CC(=N4)C5=CN=CC=C5. Cell line: MDA-MB-435. Synergy scores: CSS=1.83, Synergy_ZIP=0.0794, Synergy_Bliss=2.80, Synergy_Loewe=2.42, Synergy_HSA=1.80. (4) Drug 1: C1CC(=O)NC(=O)C1N2CC3=C(C2=O)C=CC=C3N. Drug 2: CC1=C(C(=O)C2=C(C1=O)N3CC4C(C3(C2COC(=O)N)OC)N4)N. Cell line: SK-MEL-2. Synergy scores: CSS=32.8, Synergy_ZIP=-14.3, Synergy_Bliss=-9.34, Synergy_Loewe=-66.2, Synergy_HSA=-7.80. (5) Drug 1: CCCS(=O)(=O)NC1=C(C(=C(C=C1)F)C(=O)C2=CNC3=C2C=C(C=N3)C4=CC=C(C=C4)Cl)F. Drug 2: CN(CC1=CN=C2C(=N1)C(=NC(=N2)N)N)C3=CC=C(C=C3)C(=O)NC(CCC(=O)O)C(=O)O. Cell line: ACHN. Synergy scores: CSS=49.8, Synergy_ZIP=-2.30, Synergy_Bliss=-2.95, Synergy_Loewe=-20.2, Synergy_HSA=-2.19. (6) Drug 1: CC1=C(C=C(C=C1)NC2=NC=CC(=N2)N(C)C3=CC4=NN(C(=C4C=C3)C)C)S(=O)(=O)N.Cl. Drug 2: CCN(CC)CCCC(C)NC1=C2C=C(C=CC2=NC3=C1C=CC(=C3)Cl)OC. Cell line: NCI-H460. Synergy scores: CSS=25.3, Synergy_ZIP=18.7, Synergy_Bliss=14.2, Synergy_Loewe=8.60, Synergy_HSA=11.2.